This data is from Full USPTO retrosynthesis dataset with 1.9M reactions from patents (1976-2016). The task is: Predict the reactants needed to synthesize the given product. (1) The reactants are: [C:1]1([C:7]2[C:19]([C:20]([CH3:23])([CH3:22])[CH3:21])=[CH:18][C:17]3[C:16]4[C:11](=[CH:12][C:13]([C:28]5[CH:33]=[CH:32][CH:31]=[CH:30][CH:29]=5)=[C:14]([C:24]([CH3:27])([CH3:26])[CH3:25])[CH:15]=4)[CH2:10][C:9]=3[CH:8]=2)[CH:6]=[CH:5][CH:4]=[CH:3][CH:2]=1.[CH3:34][CH2:35][CH2:36][CH2:37][CH2:38][CH3:39].C1([C:46]2[C:50](=C)[CH:49]=[CH:48][CH:47]=2)CCCCC1.Cl. Given the product [C:36]1(=[C:15]2[C:16]3[C:11]([CH:10]=[C:9]4[C:17]=3[CH:18]=[C:19]([C:20]([CH3:21])([CH3:22])[CH3:23])[C:7]([C:1]3[CH:6]=[CH:5][CH:4]=[CH:3][CH:2]=3)=[CH:8]4)=[C:12]([CH:49]3[CH:48]=[CH:47][CH:46]=[CH:50]3)[C:13]([C:28]3[CH:29]=[CH:30][CH:31]=[CH:32][CH:33]=3)=[C:14]2[C:24]([CH3:26])([CH3:27])[CH3:25])[CH2:35][CH2:34][CH2:39][CH2:38][CH2:37]1, predict the reactants needed to synthesize it. (2) Given the product [C:5]([O:9][C:10]([N:12]1[CH2:16][C@H:15]([OH:17])[CH2:14][C@@H:13]1[C:18](=[O:19])[NH:4][CH:1]1[CH2:3][CH2:2]1)=[O:11])([CH3:8])([CH3:7])[CH3:6], predict the reactants needed to synthesize it. The reactants are: [CH:1]1([NH2:4])[CH2:3][CH2:2]1.[C:5]([O:9][C:10]([N:12]1[CH2:16][C@H:15]([OH:17])[CH2:14][C@@H:13]1[C:18](O)=[O:19])=[O:11])([CH3:8])([CH3:7])[CH3:6].C(Cl)CCl.C1C=CC2N(O)N=NC=2C=1. (3) Given the product [F:34][C:5]([F:4])([F:33])[C:6]1[CH:7]=[C:8]([S:12]([N:15]2[CH2:16][CH2:17][CH:18]([O:21][NH2:22])[CH2:19][CH2:20]2)(=[O:14])=[O:13])[CH:9]=[CH:10][CH:11]=1, predict the reactants needed to synthesize it. The reactants are: O.NN.[F:4][C:5]([F:34])([F:33])[C:6]1[CH:7]=[C:8]([S:12]([N:15]2[CH2:20][CH2:19][CH:18]([O:21][N:22]3C(=O)C4C(=CC=CC=4)C3=O)[CH2:17][CH2:16]2)(=[O:14])=[O:13])[CH:9]=[CH:10][CH:11]=1. (4) Given the product [N:16]12[CH2:21][CH2:20][CH:19]([CH2:18][CH2:17]1)[CH:14]([C:12]1[NH:13][C:4](=[O:6])[C:3]3[C:2]([CH:1]=1)=[C:10]([CH3:11])[CH:9]=[CH:8][CH:7]=3)[CH2:15]2, predict the reactants needed to synthesize it. The reactants are: [CH3:1][C:2]1[C:10]([CH3:11])=[CH:9][CH:8]=[CH:7][C:3]=1[C:4]([OH:6])=O.[C:12]([CH:14]1[CH:19]2[CH2:20][CH2:21][N:16]([CH2:17][CH2:18]2)[CH2:15]1)#[N:13].